This data is from NCI-60 drug combinations with 297,098 pairs across 59 cell lines. The task is: Regression. Given two drug SMILES strings and cell line genomic features, predict the synergy score measuring deviation from expected non-interaction effect. (1) Drug 2: CN(CC1=CN=C2C(=N1)C(=NC(=N2)N)N)C3=CC=C(C=C3)C(=O)NC(CCC(=O)O)C(=O)O. Drug 1: CC1=C2C(C(=O)C3(C(CC4C(C3C(C(C2(C)C)(CC1OC(=O)C(C(C5=CC=CC=C5)NC(=O)C6=CC=CC=C6)O)O)OC(=O)C7=CC=CC=C7)(CO4)OC(=O)C)O)C)OC(=O)C. Synergy scores: CSS=33.5, Synergy_ZIP=0.543, Synergy_Bliss=-1.30, Synergy_Loewe=-14.1, Synergy_HSA=-1.38. Cell line: CAKI-1. (2) Drug 1: CCCCCOC(=O)NC1=NC(=O)N(C=C1F)C2C(C(C(O2)C)O)O. Drug 2: C1CC(=O)NC(=O)C1N2C(=O)C3=CC=CC=C3C2=O. Cell line: TK-10. Synergy scores: CSS=-2.30, Synergy_ZIP=-0.150, Synergy_Bliss=-0.353, Synergy_Loewe=-4.27, Synergy_HSA=-2.70. (3) Drug 1: CC=C1C(=O)NC(C(=O)OC2CC(=O)NC(C(=O)NC(CSSCCC=C2)C(=O)N1)C(C)C)C(C)C. Drug 2: C1CN(P(=O)(OC1)NCCCl)CCCl. Cell line: DU-145. Synergy scores: CSS=37.3, Synergy_ZIP=1.16, Synergy_Bliss=-0.776, Synergy_Loewe=-46.7, Synergy_HSA=-2.79. (4) Drug 2: C#CCC(CC1=CN=C2C(=N1)C(=NC(=N2)N)N)C3=CC=C(C=C3)C(=O)NC(CCC(=O)O)C(=O)O. Drug 1: C1CC(C1)(C(=O)O)C(=O)O.[NH2-].[NH2-].[Pt+2]. Cell line: OVCAR3. Synergy scores: CSS=65.0, Synergy_ZIP=6.18, Synergy_Bliss=1.71, Synergy_Loewe=-27.2, Synergy_HSA=-1.92. (5) Drug 1: CC(C)(C#N)C1=CC(=CC(=C1)CN2C=NC=N2)C(C)(C)C#N. Drug 2: C(CC(=O)O)C(=O)CN.Cl. Cell line: NCI-H522. Synergy scores: CSS=8.56, Synergy_ZIP=0.693, Synergy_Bliss=2.65, Synergy_Loewe=1.27, Synergy_HSA=-0.334. (6) Drug 1: C1CN(CCN1C(=O)CCBr)C(=O)CCBr. Drug 2: N.N.Cl[Pt+2]Cl. Cell line: DU-145. Synergy scores: CSS=67.9, Synergy_ZIP=0.161, Synergy_Bliss=-0.813, Synergy_Loewe=0.199, Synergy_HSA=3.15. (7) Drug 1: CN(C)C1=NC(=NC(=N1)N(C)C)N(C)C. Drug 2: C1=CN(C=N1)CC(O)(P(=O)(O)O)P(=O)(O)O. Cell line: RXF 393. Synergy scores: CSS=4.07, Synergy_ZIP=-2.48, Synergy_Bliss=-2.07, Synergy_Loewe=-10.8, Synergy_HSA=-5.07.